From a dataset of Full USPTO retrosynthesis dataset with 1.9M reactions from patents (1976-2016). Predict the reactants needed to synthesize the given product. (1) The reactants are: [CH:1]([O:4][C:5]1[CH:10]=[CH:9][C:8]([N+:11]([O-])=O)=[CH:7][CH:6]=1)([CH3:3])[CH3:2].[H][H]. Given the product [CH:1]([O:4][CH:5]1[CH2:10][CH2:9][CH:8]([NH2:11])[CH2:7][CH2:6]1)([CH3:3])[CH3:2], predict the reactants needed to synthesize it. (2) Given the product [N:1]1[C:9]([NH:10][C@H:11]([C:13]2[N:14]([C:25]3[CH:30]=[CH:29][CH:28]=[CH:27][CH:26]=3)[C:15](=[O:24])[C:16]3[C:21]([CH:22]=2)=[CH:20][CH:19]=[CH:18][C:17]=3[C:35]2[CH:34]=[CH:33][NH:32][N:31]=2)[CH3:12])=[C:8]2[C:4]([NH:5][CH:6]=[N:7]2)=[N:3][CH:2]=1, predict the reactants needed to synthesize it. The reactants are: [N:1]1[C:9]([NH:10][C@H:11]([C:13]2[N:14]([C:25]3[CH:30]=[CH:29][CH:28]=[CH:27][CH:26]=3)[C:15](=[O:24])[C:16]3[C:21]([CH:22]=2)=[CH:20][CH:19]=[CH:18][C:17]=3Cl)[CH3:12])=[C:8]2[C:4]([NH:5][CH:6]=[N:7]2)=[N:3][CH:2]=1.[NH:31]1[CH:35]=[C:34](B(O)O)[CH:33]=[N:32]1.C([O-])([O-])=O.[Na+].[Na+].C12(P(C34CC5CC(CC(C5)C3)C4)CCCC)CC3CC(CC(C3)C1)C2. (3) Given the product [Br:1][C:2]1[CH:3]=[CH:4][C:5]([CH2:6][C:7]23[CH:14]=[C:13]([CH2:15][C:16]([OH:18])=[O:17])[CH2:12][N:11]2[C:10](=[O:20])[N:9]([C:21]2[CH:22]=[C:23]([Cl:28])[CH:24]=[C:25]([Cl:27])[CH:26]=2)[C:8]3=[O:29])=[CH:30][CH:31]=1, predict the reactants needed to synthesize it. The reactants are: [Br:1][C:2]1[CH:31]=[CH:30][C:5]([CH2:6][C:7]23[CH2:14][C:13](=[CH:15][C:16]([O:18]C)=[O:17])[CH2:12][N:11]2[C:10](=[O:20])[N:9]([C:21]2[CH:26]=[C:25]([Cl:27])[CH:24]=[C:23]([Cl:28])[CH:22]=2)[C:8]3=[O:29])=[CH:4][CH:3]=1.[Li+].[OH-]. (4) Given the product [OH:18][C:17]1[C:16]2[C:11](=[CH:12][C:13]([S:19][C:20]3[CH:21]=[CH:22][CH:23]=[CH:24][CH:25]=3)=[CH:14][CH:15]=2)[CH:10]=[N:9][C:8]=1[C:6]([NH:26][C@H:27]([CH3:28])[C:29]([OH:31])=[O:30])=[O:7], predict the reactants needed to synthesize it. The reactants are: C(O[C:6]([C:8]1[N:9]=[CH:10][C:11]2[C:16]([C:17]=1[OH:18])=[CH:15][CH:14]=[C:13]([S:19][C:20]1[CH:25]=[CH:24][CH:23]=[CH:22][CH:21]=1)[CH:12]=2)=[O:7])CCC.[NH2:26][C@@H:27]([C:29]([OH:31])=[O:30])[CH3:28].